From a dataset of M1 muscarinic receptor antagonist screen with 61,756 compounds. Binary Classification. Given a drug SMILES string, predict its activity (active/inactive) in a high-throughput screening assay against a specified biological target. (1) The molecule is O(C1CCCCC1)C(=O)C(N)CC(OC1CCCCC1)=O. The result is 0 (inactive). (2) The drug is s1c(C(N2CCN(CC2)CC)C(NC(=O)c2cccnc2)C)ccc1. The result is 1 (active). (3) The compound is O(c1cc(c2nc(on2)c2occc2)ccc1OC)C. The result is 0 (inactive).